This data is from Catalyst prediction with 721,799 reactions and 888 catalyst types from USPTO. The task is: Predict which catalyst facilitates the given reaction. (1) Reactant: [CH2:1]([O:8][C:9]1[CH:14]=[C:13]([O:15][CH2:16][C:17]2[CH:22]=[CH:21][CH:20]=[CH:19][CH:18]=2)[C:12]([CH:23]([CH3:25])[CH3:24])=[CH:11][C:10]=1[C:26]1[O:30][N:29]=[C:28]([C:31]([NH:33][CH2:34][CH3:35])=[O:32])[C:27]=1I)[C:2]1[CH:7]=[CH:6][CH:5]=[CH:4][CH:3]=1.C([Sn](CCCC)(CCCC)[C:42]1[CH:43]=[N:44][N:45]([C:47]([C:60]2[CH:65]=[CH:64][CH:63]=[CH:62][CH:61]=2)([C:54]2[CH:59]=[CH:58][CH:57]=[CH:56][CH:55]=2)[C:48]2[CH:53]=[CH:52][CH:51]=[CH:50][CH:49]=2)[CH:46]=1)CCC. Product: [CH2:1]([O:8][C:9]1[CH:14]=[C:13]([O:15][CH2:16][C:17]2[CH:22]=[CH:21][CH:20]=[CH:19][CH:18]=2)[C:12]([CH:23]([CH3:25])[CH3:24])=[CH:11][C:10]=1[C:26]1[O:30][N:29]=[C:28]([C:31]([NH:33][CH2:34][CH3:35])=[O:32])[C:27]=1[C:42]1[CH:43]=[N:44][N:45]([C:47]([C:54]2[CH:59]=[CH:58][CH:57]=[CH:56][CH:55]=2)([C:48]2[CH:49]=[CH:50][CH:51]=[CH:52][CH:53]=2)[C:60]2[CH:65]=[CH:64][CH:63]=[CH:62][CH:61]=2)[CH:46]=1)[C:2]1[CH:7]=[CH:6][CH:5]=[CH:4][CH:3]=1. The catalyst class is: 73. (2) Product: [CH3:12][O:11][C:4]1[CH:3]=[C:2]([N:22]([CH3:21])[CH2:23][C:24]([O:26][C:27]([CH3:30])([CH3:29])[CH3:28])=[O:25])[CH:7]=[CH:6][C:5]=1[N+:8]([O-:10])=[O:9]. The catalyst class is: 16. Reactant: F[C:2]1[CH:7]=[CH:6][C:5]([N+:8]([O-:10])=[O:9])=[C:4]([O:11][CH3:12])[CH:3]=1.C(N(CC)CC)C.Cl.[CH3:21][NH:22][CH2:23][C:24]([O:26][C:27]([CH3:30])([CH3:29])[CH3:28])=[O:25].O. (3) Reactant: [Si:1]([O:8][C@H:9]([C@H:11]([N:17]1[CH:25]=[N:24][C:23]2[C:18]1=[N:19][CH:20]=[N:21][C:22]=2Cl)[CH2:12][CH2:13][CH2:14][CH2:15][CH3:16])[CH3:10])([C:4]([CH3:7])([CH3:6])[CH3:5])([CH3:3])[CH3:2].[NH3:27]. Product: [Si:1]([O:8][C@H:9]([C@H:11]([N:17]1[CH:25]=[N:24][C:23]2[C:18]1=[N:19][CH:20]=[N:21][C:22]=2[NH2:27])[CH2:12][CH2:13][CH2:14][CH2:15][CH3:16])[CH3:10])([C:4]([CH3:7])([CH3:6])[CH3:5])([CH3:3])[CH3:2]. The catalyst class is: 138. (4) Reactant: [CH3:1][O:2][C:3]([C:5]1([C:10]([O:12]C)=[O:11])[C:7]2([CH2:9][CH2:8]2)[CH2:6]1)=[O:4].[OH-].[K+].Cl. Product: [CH3:1][O:2][C:3]([C:5]1([C:10]([OH:12])=[O:11])[C:7]2([CH2:9][CH2:8]2)[CH2:6]1)=[O:4]. The catalyst class is: 24.